Dataset: Forward reaction prediction with 1.9M reactions from USPTO patents (1976-2016). Task: Predict the product of the given reaction. (1) The product is: [Cl:1][C:2]1[CH:3]=[C:4]([C:8]2[O:12][C:11]([CH3:13])=[C:10]([CH:14]([NH:19][C:20]3[CH:28]=[CH:27][C:23]([C:24]([N:30]([CH3:29])[CH2:31][CH2:32][C:33]([OH:35])=[O:34])=[O:26])=[CH:22][CH:21]=3)[CH2:15][CH:16]([CH3:17])[CH3:18])[CH:9]=2)[CH:5]=[N:6][CH:7]=1. Given the reactants [Cl:1][C:2]1[CH:3]=[C:4]([C:8]2[O:12][C:11]([CH3:13])=[C:10]([CH:14]([NH:19][C:20]3[CH:28]=[CH:27][C:23]([C:24]([OH:26])=O)=[CH:22][CH:21]=3)[CH2:15][CH:16]([CH3:18])[CH3:17])[CH:9]=2)[CH:5]=[N:6][CH:7]=1.[CH3:29][NH:30][CH2:31][CH2:32][C:33]([O:35]CC)=[O:34].Cl.C(N=C=NCCCN(C)C)C.O.OC1C2N=NNC=2C=CC=1, predict the reaction product. (2) Given the reactants [CH3:1][N:2]([C:10]1[CH:15]=[CH:14][CH:13]=[CH:12][CH:11]=1)[C:3]([C:5]1[CH:9]=[CH:8][NH:7][N:6]=1)=[O:4].[Cl:16][C:17]1[CH:18]=[C:19]([CH:23]=[CH:24][CH:25]=1)[C:20](Cl)=[O:21], predict the reaction product. The product is: [CH3:1][N:2]([C:10]1[CH:15]=[CH:14][CH:13]=[CH:12][CH:11]=1)[C:3]([C:5]1[CH:9]=[CH:8][N:7]([C:20](=[O:21])[C:19]2[CH:23]=[CH:24][CH:25]=[C:17]([Cl:16])[CH:18]=2)[N:6]=1)=[O:4].